Dataset: Catalyst prediction with 721,799 reactions and 888 catalyst types from USPTO. Task: Predict which catalyst facilitates the given reaction. Reactant: O[CH2:2][C:3]1[CH:4]=[C:5]([CH:8]=[CH:9][CH:10]=1)[C:6]#[N:7].C1(P(C2C=CC=CC=2)C2C=CC=CC=2)C=CC=CC=1.N1C=CN=C1.[I:35]I.[Cl-].[NH4+]. Product: [I:35][CH2:2][C:3]1[CH:4]=[C:5]([CH:8]=[CH:9][CH:10]=1)[C:6]#[N:7]. The catalyst class is: 9.